From a dataset of Full USPTO retrosynthesis dataset with 1.9M reactions from patents (1976-2016). Predict the reactants needed to synthesize the given product. (1) Given the product [NH2:20][C:11]1[C:10]2[N:9]=[C:8]([CH3:21])[N:7]([CH2:6][CH2:5][O:4][CH2:3][CH2:2][NH:1][C:29]([NH:28][CH:22]3[CH2:27][CH2:26][CH2:25][CH2:24][CH2:23]3)=[O:30])[C:19]=2[C:18]2[CH:17]=[CH:16][CH:15]=[CH:14][C:13]=2[N:12]=1, predict the reactants needed to synthesize it. The reactants are: [NH2:1][CH2:2][CH2:3][O:4][CH2:5][CH2:6][N:7]1[C:19]2[C:18]3[CH:17]=[CH:16][CH:15]=[CH:14][C:13]=3[N:12]=[C:11]([NH2:20])[C:10]=2[N:9]=[C:8]1[CH3:21].[CH:22]1([N:28]=[C:29]=[O:30])[CH2:27][CH2:26][CH2:25][CH2:24][CH2:23]1. (2) Given the product [NH2:21][C:22]1[C:27]([F:28])=[C:26]([C:9]2[CH:10]=[CH:11][C:6]([Cl:5])=[C:7]([O:19][CH3:20])[C:8]=2[F:18])[N:25]=[C:24]([C:30]([O:32][CH:33]([CH3:35])[CH3:34])=[O:31])[CH:23]=1, predict the reactants needed to synthesize it. The reactants are: O.O.[F-].[K+].[Cl:5][C:6]1[CH:11]=[CH:10][C:9](B2OCCCO2)=[C:8]([F:18])[C:7]=1[O:19][CH3:20].[NH2:21][C:22]1[C:27]([F:28])=[C:26](Br)[N:25]=[C:24]([C:30]([O:32][CH:33]([CH3:35])[CH3:34])=[O:31])[CH:23]=1.CC#N.